From a dataset of Forward reaction prediction with 1.9M reactions from USPTO patents (1976-2016). Predict the product of the given reaction. Given the reactants [N:1]1[CH:6]=[CH:5][C:4]([CH2:7][NH2:8])=[CH:3][CH:2]=1.[OH:9][C:10]1[CH:17]=[CH:16][C:15]([OH:18])=[CH:14][C:11]=1[CH:12]=O.[BH3-]C#N.[Na+], predict the reaction product. The product is: [N:1]1[CH:6]=[CH:5][C:4]([CH2:7][NH:8][CH2:12][C:11]2[CH:14]=[C:15]([OH:18])[CH:16]=[CH:17][C:10]=2[OH:9])=[CH:3][CH:2]=1.